This data is from Full USPTO retrosynthesis dataset with 1.9M reactions from patents (1976-2016). The task is: Predict the reactants needed to synthesize the given product. (1) Given the product [ClH:11].[NH2:1][C:2]1[CH:3]=[C:4]([CH:8]=[CH:9][CH:10]=1)[CH2:5][NH2:6], predict the reactants needed to synthesize it. The reactants are: [NH2:1][C:2]1[CH:3]=[C:4]([CH:8]=[CH:9][CH:10]=1)[CH:5]=[N:6]O.[ClH:11]. (2) The reactants are: [Cl-].[CH:2]1([C@@:8]([OH:37])([C:31]2[CH:36]=[CH:35][CH:34]=[CH:33][CH:32]=2)[C:9]2[CH:13]=[C:12]([CH2:14][N+:15]34[CH2:22][CH2:21][CH:18]([CH2:19][CH2:20]3)[C@@H:17]([O:23][C:24]3[CH:29]=[CH:28][CH:27]=[C:26]([F:30])[CH:25]=3)[CH2:16]4)[O:11][N:10]=2)[CH2:7][CH2:6][CH2:5][CH2:4][CH2:3]1.[S:38]([CH2:42][CH2:43][OH:44])([O-:41])(=[O:40])=[O:39].[NH4+]. Given the product [OH:44][CH2:43][CH2:42][S:38]([O-:41])(=[O:40])=[O:39].[CH:31]1([C@@:8]([OH:37])([C:2]2[CH:3]=[CH:4][CH:5]=[CH:6][CH:7]=2)[C:9]2[CH:13]=[C:12]([CH2:14][N+:15]34[CH2:20][CH2:19][CH:18]([CH2:21][CH2:22]3)[C@@H:17]([O:23][C:24]3[CH:29]=[CH:28][CH:27]=[C:26]([F:30])[CH:25]=3)[CH2:16]4)[O:11][N:10]=2)[CH2:36][CH2:35][CH2:34][CH2:33][CH2:32]1, predict the reactants needed to synthesize it. (3) Given the product [O:8]=[C:6]1[N:5]([C:9]2[CH:14]=[CH:13][CH:12]=[CH:11][CH:10]=2)[N:4]=[C:3]([C:15]([OH:17])=[O:16])[CH:2]=[CH:7]1, predict the reactants needed to synthesize it. The reactants are: Cl[C:2]1[C:3]([C:15]([OH:17])=[O:16])=[N:4][N:5]([C:9]2[CH:14]=[CH:13][CH:12]=[CH:11][CH:10]=2)[C:6](=[O:8])[CH:7]=1. (4) Given the product [CH2:1]([O:3][C:4]([C:5]1[CH:10]=[C:9]2[C:8](=[CH:7][CH:6]=1)[NH:11][CH:12]([C:13]1[CH:18]=[CH:17][C:16]([F:19])=[C:15]([Br:20])[CH:14]=1)[C:23]([CH3:25])([CH3:24])[CH:22]2[OH:26])=[O:21])[CH3:2], predict the reactants needed to synthesize it. The reactants are: [CH2:1]([O:3][C:4](=[O:21])[C:5]1[CH:10]=[CH:9][C:8]([N:11]=[CH:12][C:13]2[CH:18]=[CH:17][C:16]([F:19])=[C:15]([Br:20])[CH:14]=2)=[CH:7][CH:6]=1)[CH3:2].[CH:22](=[O:26])[CH:23]([CH3:25])[CH3:24].O. (5) Given the product [CH3:1][C:2]1([CH3:29])[O:6][C@H:5]([CH2:7][N:8]2[CH:12]=[CH:11][C:10]([NH:13][C:14](=[O:28])[CH:15]([N:20]3[C:25](=[O:26])[CH:24]=[C:23]([NH:85][C:84]4[CH:86]=[CH:87][CH:88]=[CH:89][C:83]=4[Cl:82])[CH:22]=[N:21]3)[CH2:16][CH:17]([CH3:19])[CH3:18])=[N:9]2)[CH2:4][O:3]1, predict the reactants needed to synthesize it. The reactants are: [CH3:1][C:2]1([CH3:29])[O:6][C@H:5]([CH2:7][N:8]2[CH:12]=[CH:11][C:10]([NH:13][C:14](=[O:28])[CH:15]([N:20]3[C:25](=[O:26])[CH:24]=[C:23](I)[CH:22]=[N:21]3)[CH2:16][CH:17]([CH3:19])[CH3:18])=[N:9]2)[CH2:4][O:3]1.C(=O)([O-])[O-].[K+].[K+].C1(P(C2C=CC=CC=2)C2C=CC3C(=CC=CC=3)C=2C2C3C(=CC=CC=3)C=CC=2P(C2C=CC=CC=2)C2C=CC=CC=2)C=CC=CC=1.[Cl:82][C:83]1[CH:89]=[CH:88][CH:87]=[CH:86][C:84]=1[NH2:85]. (6) Given the product [C:1]([C:3]1[CH:11]=[CH:10][C:6]([C:7]([N:24]2[C:25]3[CH:30]=[CH:29][CH:28]=[CH:27][C:26]=3[N:20]([CH2:19][C:15]3[CH:14]=[N:13][CH:18]=[CH:17][CH:16]=3)[CH2:21][CH2:22][CH2:23]2)=[O:9])=[CH:5][C:4]=1[CH3:12])#[N:2], predict the reactants needed to synthesize it. The reactants are: [C:1]([C:3]1[CH:11]=[CH:10][C:6]([C:7]([OH:9])=O)=[CH:5][C:4]=1[CH3:12])#[N:2].[N:13]1[CH:18]=[CH:17][CH:16]=[C:15]([CH2:19][N:20]2[C:26]3[CH:27]=[CH:28][CH:29]=[CH:30][C:25]=3[NH:24][CH2:23][CH2:22][CH2:21]2)[CH:14]=1. (7) Given the product [C:2]([C:7]1[O:11][C:10]([CH2:12][N:13]2[N:17]=[C:16]([NH:18][C:27](=[O:28])/[CH:26]=[CH:25]/[C:21]3[CH:20]=[C:19]([CH3:30])[CH:24]=[CH:23][CH:22]=3)[CH:15]=[N:14]2)=[CH:9][CH:8]=1)(=[O:6])[CH3:1], predict the reactants needed to synthesize it. The reactants are: [CH3:1][C:2]1([C:7]2[O:11][C:10]([CH2:12][N:13]3[N:17]=[C:16]([NH2:18])[CH:15]=[N:14]3)=[CH:9][CH:8]=2)[O:6]CCO1.[C:19]1([CH3:30])[CH:24]=[CH:23][CH:22]=[C:21](/[CH:25]=[CH:26]/[C:27](O)=[O:28])[CH:20]=1. (8) Given the product [Cl:21][C:22]1[CH:23]=[C:24]([CH:27]=[CH:28][CH:29]=1)[CH2:25][O:5][CH2:4][CH:3]([N:6]1[C:18]2[C:17]3[CH:16]=[CH:15][CH:14]=[CH:13][C:12]=3[N:11]=[CH:10][C:9]=2[N:8]=[CH:7]1)[CH2:1][CH3:2], predict the reactants needed to synthesize it. The reactants are: [CH2:1]([CH:3]([N:6]1[C:18]2[C:17]3[CH:16]=[CH:15][CH:14]=[CH:13][C:12]=3[N:11]=[CH:10][C:9]=2[N:8]=[CH:7]1)[CH2:4][OH:5])[CH3:2].[OH-].[Na+].[Cl:21][C:22]1[CH:23]=[C:24]([CH:27]=[CH:28][CH:29]=1)[CH2:25]Br.CO. (9) Given the product [OH:1][C:2]1[CH:9]=[CH:8][C:5]([C:6]#[N:18])=[C:4]([O:10][CH3:11])[CH:3]=1, predict the reactants needed to synthesize it. The reactants are: [OH:1][C:2]1[CH:9]=[CH:8][C:5]([CH:6]=O)=[C:4]([O:10][CH3:11])[CH:3]=1.C(C1C=C(C=C(C)C=1O)C#[N:18])C. (10) Given the product [Cl:48][C:44]1[S:43][C:42]([S:39](=[O:41])(=[O:40])[NH:38][C:35]([CH3:37])([CH3:36])[CH2:34][OH:33])=[CH:46][C:45]=1[NH:47][C:28]([C:27]1[CH:26]=[N:25][N:18]2[C:19]([C:21]([F:22])([F:24])[F:23])=[CH:20][C:15]([C:7]3[CH:8]=[CH:9][C:10]([C:11]([F:14])([F:13])[F:12])=[C:5]([O:4][CH2:3][C:2]([F:32])([F:31])[F:1])[CH:6]=3)=[N:16][C:17]=12)=[O:29], predict the reactants needed to synthesize it. The reactants are: [F:1][C:2]([F:32])([F:31])[CH2:3][O:4][C:5]1[CH:6]=[C:7]([C:15]2[CH:20]=[C:19]([C:21]([F:24])([F:23])[F:22])[N:18]3[N:25]=[CH:26][C:27]([C:28](O)=[O:29])=[C:17]3[N:16]=2)[CH:8]=[CH:9][C:10]=1[C:11]([F:14])([F:13])[F:12].[OH:33][CH2:34][C:35]([NH:38][S:39]([C:42]1[S:43][C:44]([Cl:48])=[C:45]([NH2:47])[CH:46]=1)(=[O:41])=[O:40])([CH3:37])[CH3:36].